Dataset: Full USPTO retrosynthesis dataset with 1.9M reactions from patents (1976-2016). Task: Predict the reactants needed to synthesize the given product. (1) Given the product [N:3]1([C:1]([N:21]2[CH2:22][CH2:23][N:18]([CH:17]([C:15]([O:14][CH3:13])=[O:16])[C:24]3[CH:29]=[CH:28][C:27]([O:30][CH3:31])=[CH:26][CH:25]=3)[CH2:19][CH2:20]2)=[O:2])[CH:7]=[CH:6][N:5]=[CH:4]1, predict the reactants needed to synthesize it. The reactants are: [C:1](N1C=CN=C1)([N:3]1[CH:7]=[CH:6][N:5]=[CH:4]1)=[O:2].[CH3:13][O:14][C:15]([CH:17]([C:24]1[CH:29]=[CH:28][C:27]([O:30][CH3:31])=[CH:26][CH:25]=1)[N:18]1[CH2:23][CH2:22][NH:21][CH2:20][CH2:19]1)=[O:16].C1CCN2C(=NCCC2)CC1.C(Cl)Cl. (2) Given the product [C:1](#[N:4])[CH:2]=[CH2:3].[CH2:5]=[CH:6][C:7]1[CH:12]=[CH:11][CH:10]=[CH:9][CH:8]=1, predict the reactants needed to synthesize it. The reactants are: [C:1](#[N:4])[CH:2]=[CH2:3].[CH2:5]=[CH:6][C:7]1[CH:12]=[CH:11][CH:10]=[CH:9][CH:8]=1.N(C(C)(C)C#N)=NC(C)(C)C#N. (3) Given the product [C:18]([NH:26][C:27]1[CH:39]=[C:38]([C:3]2[C:2]([F:1])=[CH:7][CH:6]=[CH:5][C:4]=2[F:8])[CH:37]=[CH:36][C:28]=1[C:29]([O:31][C:32]([CH3:34])([CH3:35])[CH3:33])=[O:30])(=[O:25])[C:19]1[CH:20]=[CH:21][CH:22]=[CH:23][CH:24]=1, predict the reactants needed to synthesize it. The reactants are: [F:1][C:2]1[CH:7]=[CH:6][CH:5]=[C:4]([F:8])[C:3]=1B(O)O.C(=O)([O-])[O-].[Cs+].[Cs+].[C:18]([NH:26][C:27]1[CH:39]=[C:38](Br)[CH:37]=[CH:36][C:28]=1[C:29]([O:31][C:32]([CH3:35])([CH3:34])[CH3:33])=[O:30])(=[O:25])[C:19]1[CH:24]=[CH:23][CH:22]=[CH:21][CH:20]=1.C(=O)([O-])O.[Na+]. (4) Given the product [CH3:9][O:8][C:6]1[N:5]2[CH:10]=[CH:11][N:12]=[C:4]2[CH:3]=[C:2]([C:13]2[CH:18]=[CH:17][CH:16]=[CH:15][CH:14]=2)[CH:7]=1, predict the reactants needed to synthesize it. The reactants are: I[C:2]1[CH:7]=[C:6]([O:8][CH3:9])[N:5]2[CH:10]=[CH:11][N:12]=[C:4]2[CH:3]=1.[C:13]1(B(O)O)[CH:18]=[CH:17][CH:16]=[CH:15][CH:14]=1.C(=O)([O-])[O-].[Na+].[Na+].O1CCOCC1. (5) Given the product [CH3:16][C:7]1[C:6]2[CH:5]=[C:4]([C:17]#[N:18])[CH:3]=[C:2]([N:19]3[CH2:24][CH2:23][O:22][CH2:21][CH2:20]3)[C:10]=2[N:9]2[CH2:11][CH2:12][NH:13][C:14](=[O:15])[C:8]=12, predict the reactants needed to synthesize it. The reactants are: Br[C:2]1[C:10]2[N:9]3[CH2:11][CH2:12][NH:13][C:14](=[O:15])[C:8]3=[C:7]([CH3:16])[C:6]=2[CH:5]=[C:4]([C:17]#[N:18])[CH:3]=1.[NH:19]1[CH2:24][CH2:23][O:22][CH2:21][CH2:20]1. (6) The reactants are: [CH:1]1([C:7]2[O:8][C:9]([C:24]3[CH:29]=[CH:28][C:27]([C:30]([F:33])([F:32])[F:31])=[CH:26][CH:25]=3)=[CH:10][C:11]=2[CH:12]([O:14][C:15]2[CH:23]=[CH:22][C:18]([C:19](O)=[O:20])=[CH:17][CH:16]=2)[CH3:13])[CH2:6][CH2:5][CH2:4][CH2:3][CH2:2]1.[CH3:34][NH:35][CH2:36][CH2:37][C:38]([O:40]CC)=[O:39]. Given the product [CH:1]1([C:7]2[O:8][C:9]([C:24]3[CH:29]=[CH:28][C:27]([C:30]([F:33])([F:31])[F:32])=[CH:26][CH:25]=3)=[CH:10][C:11]=2[CH:12]([O:14][C:15]2[CH:23]=[CH:22][C:18]([C:19]([N:35]([CH3:34])[CH2:36][CH2:37][C:38]([OH:40])=[O:39])=[O:20])=[CH:17][CH:16]=2)[CH3:13])[CH2:6][CH2:5][CH2:4][CH2:3][CH2:2]1, predict the reactants needed to synthesize it. (7) Given the product [Cl:26][C:23]1[CH:24]=[CH:25][C:20]([C:18]([NH:17][CH:13]([CH2:12][C:7]2[C:5]3[C:4](=[CH:3][CH:2]=[CH:1][CH:6]=3)[NH:11][C:9](=[O:10])[CH:8]=2)[C:14]([O:16][CH2:28][CH2:29][CH2:30][CH2:31][CH2:32][CH2:33][N:34]2[CH2:39][CH2:38][O:37][CH2:36][CH2:35]2)=[O:15])=[O:19])=[CH:21][CH:22]=1, predict the reactants needed to synthesize it. The reactants are: [CH:1]1[CH:2]=[CH:3][C:4]2[NH:11][C:9](=[O:10])[CH:8]=[C:7]([CH2:12][CH:13]([NH:17][C:18]([C:20]3[CH:21]=[CH:22][C:23]([Cl:26])=[CH:24][CH:25]=3)=[O:19])[C:14]([OH:16])=[O:15])[C:5]=2[CH:6]=1.Br[CH2:28][CH2:29][CH2:30][CH2:31][CH2:32][CH2:33][N:34]1[CH2:39][CH2:38][O:37][CH2:36][CH2:35]1.